Dataset: Catalyst prediction with 721,799 reactions and 888 catalyst types from USPTO. Task: Predict which catalyst facilitates the given reaction. (1) Reactant: [F:1][C:2]([F:18])([F:17])[C:3]1[CH:8]=[CH:7][CH:6]=[CH:5][C:4]=1[C:9]1[CH:14]=[CH:13][C:12]([CH:15]=O)=[CH:11][CH:10]=1.[C:19]([O-])([O-])=O.[K+].[K+].[N+](=C(P(=O)(OC)OC)C(=O)C)=[N-]. Product: [C:15]([C:12]1[CH:13]=[CH:14][C:9]([C:4]2[CH:5]=[CH:6][CH:7]=[CH:8][C:3]=2[C:2]([F:18])([F:17])[F:1])=[CH:10][CH:11]=1)#[CH:19]. The catalyst class is: 5. (2) Reactant: [BH4-].[Na+].[C:3]([C:7]1[CH:12]=[CH:11][C:10]([N:13]2[C:21]([OH:23])([CH3:22])[C:20]3[C:15](=[C:16]([N+:24]([O-])=O)[CH:17]=[CH:18][CH:19]=3)[C:14]2=[O:27])=[CH:9][CH:8]=1)([CH3:6])([CH3:5])[CH3:4]. Product: [NH2:24][C:16]1[CH:17]=[CH:18][CH:19]=[C:20]2[C:15]=1[C:14](=[O:27])[N:13]([C:10]1[CH:11]=[CH:12][C:7]([C:3]([CH3:5])([CH3:4])[CH3:6])=[CH:8][CH:9]=1)[C:21]2([OH:23])[CH3:22]. The catalyst class is: 5.